The task is: Regression. Given two drug SMILES strings and cell line genomic features, predict the synergy score measuring deviation from expected non-interaction effect.. This data is from NCI-60 drug combinations with 297,098 pairs across 59 cell lines. Drug 1: C1CC(C1)(C(=O)O)C(=O)O.[NH2-].[NH2-].[Pt+2]. Drug 2: C1=CC=C(C(=C1)C(C2=CC=C(C=C2)Cl)C(Cl)Cl)Cl. Cell line: NCI-H322M. Synergy scores: CSS=-3.30, Synergy_ZIP=2.18, Synergy_Bliss=0.122, Synergy_Loewe=-4.79, Synergy_HSA=-4.77.